Dataset: Catalyst prediction with 721,799 reactions and 888 catalyst types from USPTO. Task: Predict which catalyst facilitates the given reaction. (1) Reactant: C(OC(=O)[NH:7][C:8]1[CH:13]=[C:12]([N:14]([CH2:16][CH:17]([CH3:19])[CH3:18])[CH3:15])[C:11]([Cl:20])=[CH:10][C:9]=1[NH:21][C:22](=[O:40])[CH2:23][C:24]([C:26]1[CH:31]=[CH:30][CH:29]=[C:28]([C:32]2[CH:37]=[C:36]([CH3:38])[N:35]=[C:34]([CH3:39])[CH:33]=2)[CH:27]=1)=O)(C)(C)C.C(O)(C(F)(F)F)=O. Product: [Cl:20][C:11]1[C:12]([N:14]([CH2:16][CH:17]([CH3:19])[CH3:18])[CH3:15])=[CH:13][C:8]2[N:7]=[C:24]([C:26]3[CH:31]=[CH:30][CH:29]=[C:28]([C:32]4[CH:33]=[C:34]([CH3:39])[N:35]=[C:36]([CH3:38])[CH:37]=4)[CH:27]=3)[CH2:23][C:22](=[O:40])[NH:21][C:9]=2[CH:10]=1. The catalyst class is: 2. (2) Reactant: Cl.[C:2]([NH:6][NH2:7])([CH3:5])([CH3:4])[CH3:3].O=[C:9]([CH3:12])[CH:10]=O.[CH:13]([CH:15]=[O:16])=O.[O:17]=[C:18]1[CH2:23][CH2:22][N:21]([C:24]([O:26][C:27]([CH3:30])([CH3:29])[CH3:28])=[O:25])[CH2:20][CH2:19]1.N1CCCC1.Cl. Product: [C:2]([N:6]1[CH:12]=[C:9]2[O:17][C:18]3([CH2:13][C:15](=[O:16])[C:10]2=[N:7]1)[CH2:19][CH2:20][N:21]([C:24]([O:26][C:27]([CH3:30])([CH3:29])[CH3:28])=[O:25])[CH2:22][CH2:23]3)([CH3:5])([CH3:4])[CH3:3]. The catalyst class is: 72. (3) Reactant: [Cl:1][C:2]1[CH:7]=[C:6]([Cl:8])[CH:5]=[CH:4][C:3]=1[C:9]1[N:10]2[N:17]=[C:16]([CH3:18])[C:15](C=O)=[C:11]2[O:12][C:13]=1[CH3:14].C1C=C(Cl)C=C(C(OO)=[O:29])C=1.C([O-])([O-])=O.[K+].[K+].CO. Product: [Cl:1][C:2]1[CH:7]=[C:6]([Cl:8])[CH:5]=[CH:4][C:3]=1[C:9]1[N:10]2[N:17]=[C:16]([CH3:18])[C:15]([OH:29])=[C:11]2[O:12][C:13]=1[CH3:14]. The catalyst class is: 2. (4) The catalyst class is: 104. Reactant: C(=O)([O-])[O-].[Na+].[Na+].Br[C:8]1[S:12][C:11]([C:13]([O:15]CC)=[O:14])=[N:10][C:9]=1[C:18]1[CH:23]=[CH:22][CH:21]=[C:20]([Cl:24])[CH:19]=1.[Cl:25][C:26]1[CH:27]=[C:28](B(O)O)[CH:29]=[CH:30][CH:31]=1.[Cl-].[NH4+]. Product: [Cl:24][C:20]1[CH:19]=[C:18]([C:9]2[N:10]=[C:11]([C:13]([OH:15])=[O:14])[S:12][C:8]=2[C:30]2[CH:29]=[CH:28][CH:27]=[C:26]([Cl:25])[CH:31]=2)[CH:23]=[CH:22][CH:21]=1.